This data is from Peptide-MHC class II binding affinity with 134,281 pairs from IEDB. The task is: Regression. Given a peptide amino acid sequence and an MHC pseudo amino acid sequence, predict their binding affinity value. This is MHC class II binding data. (1) The peptide sequence is YDKFLANVSEVLTGK. The MHC is DRB1_0802 with pseudo-sequence DRB1_0802. The binding affinity (normalized) is 0.482. (2) The peptide sequence is AYDAQGTLSKIFKLGGRDSR. The MHC is H-2-IEd with pseudo-sequence H-2-IEd. The binding affinity (normalized) is 0.0304. (3) The peptide sequence is SEYSRLCESLSMTSG. The MHC is DRB1_0101 with pseudo-sequence DRB1_0101. The binding affinity (normalized) is 0.873. (4) The peptide sequence is IAFFRKEPLKECGGI. The MHC is HLA-DQA10401-DQB10402 with pseudo-sequence HLA-DQA10401-DQB10402. The binding affinity (normalized) is 0.320. (5) The peptide sequence is MGEAVQNTVEDLKLN. The MHC is DRB1_1302 with pseudo-sequence DRB1_1302. The binding affinity (normalized) is 0.590. (6) The MHC is DRB3_0301 with pseudo-sequence DRB3_0301. The binding affinity (normalized) is 0.872. The peptide sequence is PGQQRSIQDNQVAYL. (7) The peptide sequence is VSIISILKGVINIWG. The MHC is DRB1_0701 with pseudo-sequence DRB1_0701. The binding affinity (normalized) is 0.635. (8) The peptide sequence is GTSDEFPHSNGEIED. The MHC is DRB1_0301 with pseudo-sequence DRB1_0301. The binding affinity (normalized) is 0. (9) The peptide sequence is DPRQGLAVLRKVKRV. The MHC is HLA-DQA10103-DQB10603 with pseudo-sequence HLA-DQA10103-DQB10603. The binding affinity (normalized) is 0.